This data is from NCI-60 drug combinations with 297,098 pairs across 59 cell lines. The task is: Regression. Given two drug SMILES strings and cell line genomic features, predict the synergy score measuring deviation from expected non-interaction effect. Drug 1: C1CN(CCN1C(=O)CCBr)C(=O)CCBr. Drug 2: C(CN)CNCCSP(=O)(O)O. Cell line: A498. Synergy scores: CSS=14.8, Synergy_ZIP=-3.16, Synergy_Bliss=-0.919, Synergy_Loewe=-7.00, Synergy_HSA=0.408.